The task is: Regression/Classification. Given a drug SMILES string, predict its absorption, distribution, metabolism, or excretion properties. Task type varies by dataset: regression for continuous measurements (e.g., permeability, clearance, half-life) or binary classification for categorical outcomes (e.g., BBB penetration, CYP inhibition). Dataset: rlm.. This data is from Rat liver microsome stability data. (1) The molecule is CS(=O)(=O)N1CCN(C(=O)c2cnc3ccc(F)cc3c2N2CCC3(CC2)CC(=O)c2ccccc23)CC1. The result is 1 (stable in rat liver microsomes). (2) The result is 0 (unstable in rat liver microsomes). The drug is O=C1c2ccccc2C(=O)c2c1nnn2-c1cc(F)c(-c2ccccc2F)c(F)c1. (3) The molecule is CC(C)(C)CCNC(=O)CN1CCN(C(=O)C2CCCCC2)CC1. The result is 1 (stable in rat liver microsomes). (4) The molecule is O=C(N[C@@H](Cc1c[nH]c2ccccc12)C(=O)Nc1ccncc1)c1ccc(N2CCNCC2)cc1F. The result is 0 (unstable in rat liver microsomes).